Predict the reactants needed to synthesize the given product. From a dataset of Full USPTO retrosynthesis dataset with 1.9M reactions from patents (1976-2016). (1) The reactants are: C[O:2][C:3](=[O:17])[CH:4](Br)[C:5]1[CH:10]=[CH:9][C:8]([O:11][C:12]([F:15])([F:14])[F:13])=[CH:7][CH:6]=1.[CH:18]1([SH:23])[CH2:22][CH2:21][CH2:20][CH2:19]1.[NH2:24][C:25]1[S:26][CH:27]=[CH:28][N:29]=1. Given the product [CH:18]1([S:23][CH:4]([C:5]2[CH:10]=[CH:9][C:8]([O:11][C:12]([F:15])([F:14])[F:13])=[CH:7][CH:6]=2)[C:3]([OH:2])=[O:17])[CH2:22][CH2:21][CH2:20][CH2:19]1.[CH:18]1([S:23][CH:4]([C:5]2[CH:6]=[CH:7][C:8]([O:11][C:12]([F:13])([F:14])[F:15])=[CH:9][CH:10]=2)[C:3]([NH:24][C:25]2[S:26][CH:27]=[CH:28][N:29]=2)=[O:17])[CH2:22][CH2:21][CH2:20][CH2:19]1, predict the reactants needed to synthesize it. (2) Given the product [Br:22][C:18]1[C:17]([CH3:23])=[CH:16][C:15]([O:14][CH2:13][C:12]([CH3:25])([CH3:24])[CH2:11][S:2]([CH3:1])(=[O:4])=[O:3])=[CH:20][C:19]=1[CH3:21], predict the reactants needed to synthesize it. The reactants are: [CH3:1][S:2]([O-:4])=[O:3].[Na+].CS(O[CH2:11][C:12]([CH3:25])([CH3:24])[CH2:13][O:14][C:15]1[CH:20]=[C:19]([CH3:21])[C:18]([Br:22])=[C:17]([CH3:23])[CH:16]=1)(=O)=O. (3) Given the product [F:18][C:13]1[CH:12]=[CH:11][CH:10]=[C:9]([NH:8][C:7]2[N:16]=[C:3]([NH:43][C:42]3[CH:41]=[C:40]4[C:36]([CH2:37][CH2:38][N:39]4[C:44](=[O:48])[CH2:45][O:46][CH3:47])=[CH:35][C:34]=3[O:33][CH3:32])[NH:4][C:5]3=[N:21][CH:20]=[CH:19][C:6]=23)[C:14]=1[C:15]([NH2:49])=[O:17], predict the reactants needed to synthesize it. The reactants are: Cl.Cl[C:3]1[N:16]2[C:7](=[N:8][C:9]3[C:14]([C:15]2=[O:17])=[C:13]([F:18])[CH:12]=[CH:11][CH:10]=3)[C:6]2[CH:19]=[CH:20][N:21](S(C3C=CC(C)=CC=3)(=O)=O)[C:5]=2[N:4]=1.[CH3:32][O:33][C:34]1[CH:35]=[C:36]2[C:40](=[CH:41][C:42]=1[NH2:43])[N:39]([C:44](=[O:48])[CH2:45][O:46][CH3:47])[CH2:38][CH2:37]2.[NH4+:49].[OH-].[Na+].[Cl-].[OH-].[K+].[OH-].[Na+]. (4) Given the product [Cl:3][C:4]1[CH:5]=[C:6]([N:10]2[C:32](=[O:33])[CH2:31][C@@:12]3([CH2:16][NH:15][C@H:14]([C:24]([O:26][CH3:27])=[O:25])[CH2:13]3)[CH2:11]2)[CH:7]=[CH:8][CH:9]=1, predict the reactants needed to synthesize it. The reactants are: ClCl.[Cl:3][C:4]1[CH:5]=[C:6]([N:10]2[C:32](=[O:33])[CH2:31][C@@:12]3([CH2:16][N:15](C(OC(C)(C)C)=O)[C@H:14]([C:24]([O:26][C:27](C)(C)C)=[O:25])[CH2:13]3)[CH2:11]2)[CH:7]=[CH:8][CH:9]=1. (5) Given the product [NH:1]1[CH2:2][CH:3]=[C:4]([C:7]([O:9][CH2:10][CH3:11])=[O:8])[CH2:5][CH2:6]1, predict the reactants needed to synthesize it. The reactants are: [N:1]1(C(OC(Cl)C)=O)[CH2:6][CH:5]=[C:4]([C:7]([O:9][CH2:10][CH3:11])=[O:8])[CH2:3][CH2:2]1. (6) Given the product [ClH:23].[ClH:23].[CH3:22][C:18]1[N:17]=[C:16]([C:3]2([C:1]#[N:2])[CH2:8][CH2:7][NH:6][CH2:5][CH2:4]2)[CH:21]=[CH:20][CH:19]=1, predict the reactants needed to synthesize it. The reactants are: [C:1]([C:3]1([C:16]2[CH:21]=[CH:20][CH:19]=[C:18]([CH3:22])[N:17]=2)[CH2:8][CH2:7][N:6](C(OC(C)(C)C)=O)[CH2:5][CH2:4]1)#[N:2].[ClH:23].